From a dataset of Forward reaction prediction with 1.9M reactions from USPTO patents (1976-2016). Predict the product of the given reaction. (1) Given the reactants [C:1]([O:5][C:6]([N:8]1[C:16]2[C:11](=[CH:12][C:13]([N+:17]([O-])=O)=[CH:14][CH:15]=2)[CH:10]=[C:9]1[CH3:20])=[O:7])([CH3:4])([CH3:3])[CH3:2], predict the reaction product. The product is: [C:1]([O:5][C:6]([N:8]1[C:16]2[C:11](=[CH:12][C:13]([NH2:17])=[CH:14][CH:15]=2)[CH:10]=[C:9]1[CH3:20])=[O:7])([CH3:4])([CH3:3])[CH3:2]. (2) Given the reactants [NH2:1][C:2]1[N:10]=[C:9]2[C:5]([C:6]([C:18]3[CH:23]=[CH:22][N:21]=[CH:20][CH:19]=3)=[C:7]([C:11]3[CH:16]=[CH:15][C:14]([F:17])=[CH:13][CH:12]=3)[NH:8]2)=[CH:4][CH:3]=1.[Br:24]NC(=O)CCC(N)=O, predict the reaction product. The product is: [NH2:1][C:2]1[N:10]=[C:9]2[C:5]([C:6]([C:18]3[CH:23]=[CH:22][N:21]=[CH:20][CH:19]=3)=[C:7]([C:11]3[CH:12]=[CH:13][C:14]([F:17])=[CH:15][CH:16]=3)[NH:8]2)=[CH:4][C:3]=1[Br:24]. (3) Given the reactants [CH3:1][O:2][CH2:3][CH2:4][O:5][C:6]1[C:11]2[CH:12]([NH:15][C:16]3[CH:25]=[CH:24][C:23]4[C:18](=[CH:19][CH:20]=[C:21]([NH2:26])[CH:22]=4)[N:17]=3)[CH2:13][O:14][C:10]=2[CH:9]=[CH:8][CH:7]=1.Cl[C:28](OC1C=CC([N+]([O-])=O)=CC=1)=[O:29].Cl.Cl.[CH:42]([N:45]1[CH2:50][CH2:49][CH:48]([NH2:51])[CH2:47][CH2:46]1)([CH3:44])[CH3:43], predict the reaction product. The product is: [CH:42]([N:45]1[CH2:50][CH2:49][CH:48]([NH:51][C:28]([NH:26][C:21]2[CH:22]=[C:23]3[C:18](=[CH:19][CH:20]=2)[N:17]=[C:16]([NH:15][CH:12]2[C:11]4[C:6]([O:5][CH2:4][CH2:3][O:2][CH3:1])=[CH:7][CH:8]=[CH:9][C:10]=4[O:14][CH2:13]2)[CH:25]=[CH:24]3)=[O:29])[CH2:47][CH2:46]1)([CH3:44])[CH3:43]. (4) Given the reactants C([O:3][C:4]([C:6]1[CH:7]=[C:8]2[C:13](=[CH:14][CH:15]=1)[NH:12][CH:11]([C:16]1[CH:21]=[C:20]([F:22])[CH:19]=[CH:18][C:17]=1[CH3:23])[C:10]([CH3:25])([CH3:24])[CH2:9]2)=[O:5])C.O.[OH-].[Li+].O.Cl, predict the reaction product. The product is: [F:22][C:20]1[CH:19]=[CH:18][C:17]([CH3:23])=[C:16]([CH:11]2[C:10]([CH3:24])([CH3:25])[CH2:9][C:8]3[C:13](=[CH:14][CH:15]=[C:6]([C:4]([OH:5])=[O:3])[CH:7]=3)[NH:12]2)[CH:21]=1. (5) Given the reactants [F:1][C:2]1[CH:7]=[CH:6][CH:5]=[CH:4][CH:3]=1.[C:8]1([CH2:14][C:15](Cl)=[O:16])[CH:13]=[CH:12][CH:11]=[CH:10][CH:9]=1, predict the reaction product. The product is: [F:1][C:2]1[CH:7]=[CH:6][C:5]([C:15](=[O:16])[CH2:14][C:8]2[CH:13]=[CH:12][CH:11]=[CH:10][CH:9]=2)=[CH:4][CH:3]=1. (6) Given the reactants [CH:1]([OH:3])=[O:2].[C:4]([OH:7])(=[O:6])[CH3:5].[CH3:8][C:9]([CH3:11])=[O:10], predict the reaction product. The product is: [C:1]([OH:3])(=[O:2])[CH2:4][OH:6].[C:1]([OH:3])(=[O:2])[CH:9]([CH3:8])[OH:10].[C:9]([OH:2])(=[O:10])[CH2:11][CH2:5][C:4]([OH:7])=[O:6]. (7) Given the reactants [NH2:1][C:2]1[CH:10]=[CH:9][C:8]([C:11]([F:14])([F:13])[F:12])=[CH:7][C:3]=1[C:4]([OH:6])=O.[CH2:15]([S:17][C:18]1[CH:25]=[CH:24][CH:23]=[CH:22][C:19]=1[CH2:20][NH2:21])[CH3:16].Cl.ClC1C=CC(S(CC)(=O)=O)=C(C=1)CN.CCN(C(C)C)C(C)C, predict the reaction product. The product is: [NH2:1][C:2]1[CH:10]=[CH:9][C:8]([C:11]([F:14])([F:13])[F:12])=[CH:7][C:3]=1[C:4]([NH:21][CH2:20][C:19]1[CH:22]=[CH:23][CH:24]=[CH:25][C:18]=1[S:17][CH2:15][CH3:16])=[O:6]. (8) Given the reactants [F:1][C:2]1[CH:7]=[C:6]([O:8][C:9]2[CH:14]=[CH:13][N:12]=[C:11]([NH:15][C:16]([N:18]3[CH2:21][CH:20]([OH:22])[CH2:19]3)=[O:17])[CH:10]=2)[C:5]([F:23])=[CH:4][C:3]=1[NH:24][C:25]([CH2:27][C:28]1([CH2:31][C:32]([NH:34][C:35]2[CH:40]=[CH:39][C:38]([F:41])=[CH:37][CH:36]=2)=[O:33])[CH2:30][CH2:29]1)=[O:26].[BrH:42], predict the reaction product. The product is: [BrH:42].[F:1][C:2]1[CH:7]=[C:6]([O:8][C:9]2[CH:14]=[CH:13][N:12]=[C:11]([NH:15][C:16]([N:18]3[CH2:19][CH:20]([OH:22])[CH2:21]3)=[O:17])[CH:10]=2)[C:5]([F:23])=[CH:4][C:3]=1[NH:24][C:25]([CH2:27][C:28]1([CH2:31][C:32]([NH:34][C:35]2[CH:36]=[CH:37][C:38]([F:41])=[CH:39][CH:40]=2)=[O:33])[CH2:30][CH2:29]1)=[O:26].